From a dataset of P-glycoprotein inhibition data for predicting drug efflux from Broccatelli et al.. Regression/Classification. Given a drug SMILES string, predict its absorption, distribution, metabolism, or excretion properties. Task type varies by dataset: regression for continuous measurements (e.g., permeability, clearance, half-life) or binary classification for categorical outcomes (e.g., BBB penetration, CYP inhibition). Dataset: pgp_broccatelli. (1) The molecule is O=C(Nc1ccc(CCN2CCc3ccccc3C2)cc1)c1ccc([N+](=O)[O-])cc1. The result is 1 (inhibitor). (2) The molecule is CCOC(=O)NC1=C(N2CC2)C(=O)C(NC(=O)OCC)=C(N2CC2)C1=O. The result is 0 (non-inhibitor). (3) The compound is CN(C)C/C=C(/c1ccc(Br)cc1)c1cccnc1. The result is 0 (non-inhibitor). (4) The drug is COc1c2c(cc3c1OCO3)CCN(C)C2. The result is 0 (non-inhibitor). (5) The drug is C[C@H]1C[C@@H]2[C@H]3CCC4=CC(=O)C=C[C@@]4(C)[C@]3(Cl)[C@@H](O)C[C@@]2(C)[C@@]1(OC(=O)c1ccco1)C(=O)CCl. The result is 1 (inhibitor).